From a dataset of NCI-60 drug combinations with 297,098 pairs across 59 cell lines. Regression. Given two drug SMILES strings and cell line genomic features, predict the synergy score measuring deviation from expected non-interaction effect. (1) Drug 1: C1=NC2=C(N1)C(=S)N=C(N2)N. Drug 2: C(CN)CNCCSP(=O)(O)O. Cell line: SF-295. Synergy scores: CSS=36.2, Synergy_ZIP=-0.0933, Synergy_Bliss=-0.986, Synergy_Loewe=-24.3, Synergy_HSA=1.08. (2) Synergy scores: CSS=-3.98, Synergy_ZIP=2.10, Synergy_Bliss=0.781, Synergy_Loewe=-2.84, Synergy_HSA=-3.41. Drug 2: C1CNP(=O)(OC1)N(CCCl)CCCl. Cell line: 786-0. Drug 1: CN1C(=O)N2C=NC(=C2N=N1)C(=O)N.